This data is from Forward reaction prediction with 1.9M reactions from USPTO patents (1976-2016). The task is: Predict the product of the given reaction. (1) Given the reactants [C:1]([CH2:5][OH:6])([F:4])([F:3])[F:2].N1C=CC=CC=1.[CH2:13]([S:15](Cl)(=[O:17])=[O:16])[CH3:14].Cl.N1C=CC=CC=1, predict the reaction product. The product is: [C:1]([CH2:5][O:6][S:15]([CH2:13][CH3:14])(=[O:17])=[O:16])([F:4])([F:3])[F:2]. (2) Given the reactants [OH-].[Na+].[C:3]([O:7][C:8]([N:10]([CH2:42][CH3:43])[C:11]1[CH:16]=[CH:15][CH:14]=[CH:13][C:12]=1[C:17]1[CH:26]=[CH:25][C:20]([C:21]([O:23]C)=[O:22])=[C:19]([NH:27][C:28]([C:30]2[CH:31]=[N:32][CH:33]=[C:34]([C:36]3[CH:41]=[CH:40][CH:39]=[CH:38][CH:37]=3)[CH:35]=2)=[O:29])[CH:18]=1)=[O:9])([CH3:6])([CH3:5])[CH3:4].C(O)(=O)CC(CC(O)=O)(C(O)=O)O.C(Cl)(Cl)Cl, predict the reaction product. The product is: [C:3]([O:7][C:8]([N:10]([CH2:42][CH3:43])[C:11]1[CH:16]=[CH:15][CH:14]=[CH:13][C:12]=1[C:17]1[CH:26]=[CH:25][C:20]([C:21]([OH:23])=[O:22])=[C:19]([NH:27][C:28]([C:30]2[CH:31]=[N:32][CH:33]=[C:34]([C:36]3[CH:41]=[CH:40][CH:39]=[CH:38][CH:37]=3)[CH:35]=2)=[O:29])[CH:18]=1)=[O:9])([CH3:6])([CH3:5])[CH3:4]. (3) Given the reactants [CH3:1][C:2]1[C@@H:19]([O:20][C:21]([C@H:23]([OH:39])[C@@H:24]([NH:31][C:32]([O:34][C:35]([CH3:38])([CH3:37])[CH3:36])=[O:33])[C:25]2[CH:26]=[CH:27][CH:28]=[CH:29][CH:30]=2)=[O:22])[CH2:18][C@:14]2([OH:40])[C:15]([CH3:17])([CH3:16])[C:3]=1[C@@H:4]([O:59][CH3:60])[C:5]([C@@:7]1([CH3:58])[C@H:12]([C@@H:13]2[O:41][C:42]([C:44]2[CH:45]=[CH:46][CH:47]=[CH:48][CH:49]=2)=[O:43])[C@:11]2([O:52][C:53]([CH3:55])=[O:54])[CH2:50][O:51][C@@H:10]2[CH2:9][C@@H:8]1[O:56][CH3:57])=[O:6].C([NH:71][CH2:72][C:73]([O-:75])=[O:74])(OCC1C=CC=CC=1)=O.C, predict the reaction product. The product is: [CH3:1][C:2]1[C@@H:19]([O:20][C:21]([C@H:23]([OH:39])[C@@H:24]([NH:31][C:32]([O:34][C:35]([CH3:36])([CH3:37])[CH3:38])=[O:33])[C:25]2[CH:26]=[CH:27][CH:28]=[CH:29][CH:30]=2)=[O:22])[CH2:18][C@:14]2([OH:40])[C:15]([CH3:16])([CH3:17])[C:3]=1[C@@H:4]([O:59][CH3:60])[C:5]([C@@:7]1([CH3:58])[C@H:12]([C@@H:13]2[O:41][C:42]([C:44]2[CH:49]=[CH:48][CH:47]=[CH:46][CH:45]=2)=[O:43])[C@:11]2([O:52][C:53]([CH3:55])=[O:54])[CH2:50][O:51][C@@H:10]2[CH2:9][C@@H:8]1[O:56][CH3:57])=[O:6].[NH2:71][CH2:72][C:73]([O-:75])=[O:74]. (4) Given the reactants [N+:1]([C:4]1[CH:5]=[N:6][C:7]2[C:12]([C:13]=1[NH:14][CH2:15][CH2:16][CH2:17]O)=[CH:11][CH:10]=[CH:9][CH:8]=2)([O-:3])=[O:2].S(Cl)([Cl:21])=O, predict the reaction product. The product is: [Cl:21][CH2:17][CH2:16][CH2:15][NH:14][C:13]1[C:12]2[C:7](=[CH:8][CH:9]=[CH:10][CH:11]=2)[N:6]=[CH:5][C:4]=1[N+:1]([O-:3])=[O:2]. (5) Given the reactants [NH:1]1[CH2:6][CH2:5][CH:4]([N:7]2[C:12](=[O:13])[CH2:11][O:10][C@H:9]3[CH2:14][CH2:15][CH2:16][CH2:17][C@H:8]23)[CH2:3][CH2:2]1.C(N(CC)CC)C.[CH2:25]([O:27][CH2:28][CH:29]1[CH2:34][CH2:33][C:32](=O)[CH2:31][CH2:30]1)[CH3:26].C(O[BH-](OC(=O)C)OC(=O)C)(=O)C.[Na+].C([O-])(O)=O.[Na+], predict the reaction product. The product is: [CH2:25]([O:27][CH2:28][CH:29]1[CH2:34][CH2:33][CH:32]([N:1]2[CH2:2][CH2:3][CH:4]([N:7]3[C:12](=[O:13])[CH2:11][O:10][C@H:9]4[CH2:14][CH2:15][CH2:16][CH2:17][C@H:8]34)[CH2:5][CH2:6]2)[CH2:31][CH2:30]1)[CH3:26]. (6) Given the reactants [CH3:1][C:2]1([CH3:25])[CH2:11][CH2:10][C:9]([CH3:13])([CH3:12])[C:8]2[CH:7]=[C:6]([C:14]3[N:15]=[C:16]([N:19]4[CH2:24][CH2:23][NH:22][CH2:21][CH2:20]4)[S:17][CH:18]=3)[CH:5]=[CH:4][C:3]1=2.Cl[CH2:27][CH2:28][N:29]1[CH2:33][CH2:32][O:31]C1=O.[OH-].[Na+].Cl, predict the reaction product. The product is: [CH3:1][C:2]1([CH3:25])[CH2:11][CH2:10][C:9]([CH3:12])([CH3:13])[C:8]2[CH:7]=[C:6]([C:14]3[N:15]=[C:16]([N:19]4[CH2:20][CH2:21][N:22]([CH2:27][CH2:28][NH:29][CH2:33][CH2:32][OH:31])[CH2:23][CH2:24]4)[S:17][CH:18]=3)[CH:5]=[CH:4][C:3]1=2. (7) Given the reactants Br[C:2]1[CH:7]=[CH:6][C:5]([N+:8]([O-:10])=[O:9])=[CH:4][C:3]=1[O:11][CH3:12].[CH3:13][C:14]1[CH:19]=[C:18](B2OC(C)(C)C(C)(C)O2)[CH:17]=[CH:16][N:15]=1.C(=O)([O-])[O-].[Cs+].[Cs+], predict the reaction product. The product is: [CH3:12][O:11][C:3]1[CH:4]=[C:5]([N+:8]([O-:10])=[O:9])[CH:6]=[CH:7][C:2]=1[C:18]1[CH:17]=[CH:16][N:15]=[C:14]([CH3:13])[CH:19]=1.